From a dataset of Reaction yield outcomes from USPTO patents with 853,638 reactions. Predict the reaction yield, written as a fraction of the theoretical maximum amount of product (1.0 means a 100% yield; for example, 0.34 means a 34% yield). (1) The yield is 0.960. The reactants are [C:1]([O:5][C:6]([N:8]1[CH2:14][CH2:13][CH2:12][C:11](=[O:15])[CH2:10][CH2:9]1)=[O:7])([CH3:4])([CH3:3])[CH3:2].[Cl:16][C:17]1[CH:22]=[CH:21][C:20]([Mg]Br)=[CH:19][CH:18]=1.C(OCC)C. The product is [C:1]([O:5][C:6]([N:8]1[CH2:14][CH2:13][CH2:12][C:11]([C:20]2[CH:21]=[CH:22][C:17]([Cl:16])=[CH:18][CH:19]=2)([OH:15])[CH2:10][CH2:9]1)=[O:7])([CH3:4])([CH3:2])[CH3:3]. The catalyst is C1COCC1. (2) The product is [C:1]([C:4]1[CH:31]=[CH:30][C:7]([C:8]([N:10]2[CH2:16][C@H:15]([NH:17][C:18](=[O:24])[O:19][C:20]([CH3:23])([CH3:22])[CH3:21])[C:14](=[O:25])[N:13]([CH2:33][C:34]3[C:43]4[C:38](=[CH:39][CH:40]=[CH:41][CH:42]=4)[CH:37]=[CH:36][C:35]=3[CH3:44])[C:12]3[CH:26]=[CH:27][CH:28]=[CH:29][C:11]2=3)=[O:9])=[CH:6][CH:5]=1)(=[O:3])[CH3:2]. The yield is 0.880. The reactants are [C:1]([C:4]1[CH:31]=[CH:30][C:7]([C:8]([N:10]2[CH2:16][C@H:15]([NH:17][C:18](=[O:24])[O:19][C:20]([CH3:23])([CH3:22])[CH3:21])[C:14](=[O:25])[NH:13][C:12]3[CH:26]=[CH:27][CH:28]=[CH:29][C:11]2=3)=[O:9])=[CH:6][CH:5]=1)(=[O:3])[CH3:2].Cl[CH2:33][C:34]1[C:43]2[C:38](=[CH:39][CH:40]=[CH:41][CH:42]=2)[CH:37]=[CH:36][C:35]=1[CH3:44].C([O-])([O-])=O.[Cs+].[Cs+].[Na+].[I-]. The catalyst is CN(C=O)C.O. (3) The reactants are C([O-])(=O)C.[Na+].C([CH2:9][CH2:10][N:11]1[CH:15]=[C:14]([C:16]2[CH:21]=[CH:20][CH:19]=[CH:18][CH:17]=2)[CH:13]=[C:12]1[C:22]([OH:24])=O)(O)=O. The catalyst is C(OC(=O)C)(=O)C. The product is [C:16]1([C:14]2[CH:13]=[C:12]3[N:11]([CH2:10][CH2:9][C:22]3=[O:24])[CH:15]=2)[CH:17]=[CH:18][CH:19]=[CH:20][CH:21]=1. The yield is 0.270.